This data is from Retrosynthesis with 50K atom-mapped reactions and 10 reaction types from USPTO. The task is: Predict the reactants needed to synthesize the given product. (1) Given the product CCC(=O)Oc1cc(C)cc(C)c1C(C)(C)CC(=O)O[C@@H](C(=O)N1N=CC[C@H]1C(=O)NCc1cc(Cl)ccc1-n1cnnn1)c1ccc(F)cc1, predict the reactants needed to synthesize it. The reactants are: CCC(=O)Oc1cc(C)cc(C)c1C(C)(C)CC(=O)O.O=C(NCc1cc(Cl)ccc1-n1cnnn1)[C@@H]1CC=NN1C(=O)[C@H](O)c1ccc(F)cc1. (2) Given the product CCOc1cc(CN2CCC(Nc3nc4cccc(NS(=O)(=O)c5cn(C)cn5)c4o3)CC2)cc(OCC)c1F, predict the reactants needed to synthesize it. The reactants are: CCOc1cc(CN2CCC(Nc3nc4cccc(N)c4o3)CC2)cc(OCC)c1F.Cn1cnc(S(=O)(=O)Cl)c1. (3) The reactants are: C[C@H](C[C@H](O)[C@H](Cc1ccccc1)NC(=O)OC(C)(C)C)C(=O)NCCC(C)(C)C. Given the product C[C@H](C[C@H](O)[C@@H](N)Cc1ccccc1)C(=O)NCCC(C)(C)C, predict the reactants needed to synthesize it. (4) The reactants are: Cn1c(=O)ccc2ncc(Cl)c(CCN3CCC(N)CC3)c21.O=Cc1cc2c(cn1)OCCO2. Given the product Cn1c(=O)ccc2ncc(Cl)c(CCN3CCC(NCc4cc5c(cn4)OCCO5)CC3)c21, predict the reactants needed to synthesize it. (5) Given the product CCCNc1cc(F)c(F)cc1[N+](=O)[O-], predict the reactants needed to synthesize it. The reactants are: CCCN.O=[N+]([O-])c1cc(F)c(F)cc1F. (6) Given the product COCCc1cc2ccccc2n1-c1ccc(O)cc1, predict the reactants needed to synthesize it. The reactants are: COCCc1cc2ccccc2n1-c1ccc(OCc2ccccc2)cc1. (7) Given the product CC(=O)N1CC(C)(C)c2ccc(N3C(=O)N(Cc4ccnc(Cl)c4)C(C)(C)C3=O)cc21, predict the reactants needed to synthesize it. The reactants are: CC(=O)N1CC(C)(C)c2ccc(N3C(=O)NC(C)(C)C3=O)cc21.ClCc1ccnc(Cl)c1.